From a dataset of Reaction yield outcomes from USPTO patents with 853,638 reactions. Predict the reaction yield, written as a fraction of the theoretical maximum amount of product (1.0 means a 100% yield; for example, 0.34 means a 34% yield). (1) The reactants are [Cl-].O[NH3+:3].[C:4](=[O:7])([O-])[OH:5].[Na+].CS(C)=O.[CH2:13]([C:17]1[N:18]=[C:19]([CH3:51])[N:20]([CH2:39][C:40]2[N:44]=[C:43]([C:45]3[CH:50]=[CH:49][CH:48]=[CH:47][CH:46]=3)[O:42][N:41]=2)[C:21](=[O:38])[C:22]=1[CH2:23][C:24]1[CH:29]=[CH:28][C:27]([C:30]2[C:31]([C:36]#[N:37])=[CH:32][CH:33]=[CH:34][CH:35]=2)=[CH:26][CH:25]=1)[CH2:14][CH2:15][CH3:16]. The catalyst is C(OCC)(=O)C. The product is [CH2:13]([C:17]1[N:18]=[C:19]([CH3:51])[N:20]([CH2:39][C:40]2[N:44]=[C:43]([C:45]3[CH:50]=[CH:49][CH:48]=[CH:47][CH:46]=3)[O:42][N:41]=2)[C:21](=[O:38])[C:22]=1[CH2:23][C:24]1[CH:25]=[CH:26][C:27]([C:30]2[CH:35]=[CH:34][CH:33]=[CH:32][C:31]=2[C:36]2[NH:3][C:4](=[O:7])[O:5][N:37]=2)=[CH:28][CH:29]=1)[CH2:14][CH2:15][CH3:16]. The yield is 0.690. (2) The product is [CH2:26]([C:23]1[CH:24]=[CH:25][C:20]([NH:19][C:12]2[C:13]([F:18])=[C:14]([F:17])[CH:15]=[CH:16][C:11]=2[C:10]([NH:9][O:8][CH:5]([CH2:6][OH:7])[CH2:4][OH:3])=[O:29])=[C:21]([F:28])[CH:22]=1)[CH3:27]. The catalyst is C(O)C. The reactants are CC1(C)[O:7][CH2:6][CH:5]([O:8][NH:9][C:10](=[O:29])[C:11]2[CH:16]=[CH:15][C:14]([F:17])=[C:13]([F:18])[C:12]=2[NH:19][C:20]2[CH:25]=[CH:24][C:23]([CH2:26][CH3:27])=[CH:22][C:21]=2[F:28])[CH2:4][O:3]1.Cl. The yield is 0.846. (3) The yield is 0.490. No catalyst specified. The reactants are O=[CH:2][CH2:3][C:4]1[CH:13]=[CH:12][CH:11]=[C:10]2[C:5]=1[CH2:6][CH2:7][C:8]1[N:9]2[CH:14]=[N:15][C:16]=1[C:17]([O:19][CH2:20][CH3:21])=[O:18].[F:22][C:23]1[CH:32]=[C:31]2[C:26]([CH:27]=[CH:28][C:29]([CH3:33])=[N:30]2)=[C:25]([N:34]2[CH2:39][CH2:38][NH:37][C@H:36]([CH3:40])[CH2:35]2)[CH:24]=1. The product is [F:22][C:23]1[CH:32]=[C:31]2[C:26]([CH:27]=[CH:28][C:29]([CH3:33])=[N:30]2)=[C:25]([N:34]2[CH2:39][CH2:38][N:37]([CH2:2][CH2:3][C:4]3[CH:13]=[CH:12][CH:11]=[C:10]4[C:5]=3[CH2:6][CH2:7][C:8]3[N:9]4[CH:14]=[N:15][C:16]=3[C:17]([O:19][CH2:20][CH3:21])=[O:18])[C@H:36]([CH3:40])[CH2:35]2)[CH:24]=1. (4) The catalyst is CN(C=O)C. The yield is 0.309. The product is [CH:24]1([N:28]2[CH2:33][CH2:32][N:31]([C:34]([C@@H:36]3[CH2:38][C@H:37]3[C:39]3[CH:40]=[CH:41][C:42]([C:43]([NH2:45])=[O:44])=[CH:46][CH:47]=3)=[O:35])[CH2:30][C:29]2([CH3:1])[CH3:48])[CH2:25][CH2:26][CH2:27]1. The reactants are [CH3:1]CN(C(C)C)C(C)C.C1C=CC2N(O)N=NC=2C=1.C(Cl)CCl.[CH:24]1([N:28]2[CH2:33][CH2:32][N:31]([C:34]([C@@H:36]3[CH2:38][C@H:37]3[C:39]3[CH:47]=[CH:46][C:42]([C:43]([NH2:45])=[O:44])=[CH:41][CH:40]=3)=[O:35])[CH2:30][C@H:29]2[CH3:48])[CH2:27][CH2:26][CH2:25]1. (5) The reactants are COC([C:5]1[CH2:10][CH2:9][C:8]2([CH2:15][CH2:14][CH2:13][CH:12]=[CH:11]2)[CH2:7][C:6]=1[OH:16])=O.[Na+].[Cl-].O. The catalyst is CS(C)=O. The product is [CH2:7]1[C:8]2([CH2:15][CH2:14][CH2:13][CH:12]=[CH:11]2)[CH2:9][CH2:10][CH2:5][C:6]1=[O:16]. The yield is 0.950. (6) The reactants are [C:1]([C:5]1[CH:9]=[C:8]([NH2:10])[N:7]([C:11]2[CH:16]=[CH:15][C:14]([CH3:17])=[CH:13][C:12]=2[CH3:18])[N:6]=1)([CH3:4])([CH3:3])[CH3:2].C([O-])([O-])=O.[K+].[K+].Cl[C:26]([O:28][C:29]1[CH:34]=[CH:33][CH:32]=[CH:31][CH:30]=1)=[O:27]. The catalyst is C(Cl)Cl. The product is [C:1]([C:5]1[CH:9]=[C:8]([NH:10][C:26](=[O:27])[O:28][C:29]2[CH:34]=[CH:33][CH:32]=[CH:31][CH:30]=2)[N:7]([C:11]2[CH:16]=[CH:15][C:14]([CH3:17])=[CH:13][C:12]=2[CH3:18])[N:6]=1)([CH3:4])([CH3:3])[CH3:2]. The yield is 0.450.